From a dataset of Reaction yield outcomes from USPTO patents with 853,638 reactions. Predict the reaction yield, written as a fraction of the theoretical maximum amount of product (1.0 means a 100% yield; for example, 0.34 means a 34% yield). (1) The reactants are [CH3:1][O:2][C:3]([C:5]1[O:6][CH:7]=[CH:8][C:9]=1[NH:10]C(=O)OC(C)(C)C)=[O:4].FC(F)(F)C(O)=O. The catalyst is ClCCl. The product is [NH2:10][C:9]1[CH:8]=[CH:7][O:6][C:5]=1[C:3]([O:2][CH3:1])=[O:4]. The yield is 0.860. (2) The reactants are [CH3:1][N:2]([CH3:21])[C:3]([N:5]1[CH2:9][CH:8]2[CH2:10][C:11]([NH2:20])([CH2:13][C:14]3[CH:19]=[CH:18][CH:17]=[CH:16][CH:15]=3)[CH2:12][CH:7]2[CH2:6]1)=[O:4].Cl[CH2:23][C:24]([N:26]1[CH2:30][C@@H:29]([F:31])[CH2:28][C@H:27]1[C:32]#[N:33])=[O:25].C(=O)([O-])[O-].[K+].[K+]. The catalyst is ClCCl.CN(C)C=O. The product is [CH3:21][N:2]([CH3:1])[C:3]([N:5]1[CH2:9][CH:8]2[CH2:10][C:11]([CH2:13][C:14]3[CH:19]=[CH:18][CH:17]=[CH:16][CH:15]=3)([NH:20][CH2:23][C:24]([N:26]3[CH2:30][C@@H:29]([F:31])[CH2:28][C@H:27]3[C:32]#[N:33])=[O:25])[CH2:12][CH:7]2[CH2:6]1)=[O:4]. The yield is 0.560. (3) No catalyst specified. The product is [NH2:1][C:2]1[C:3]2[N:4]([C:8]([C@@H:27]3[CH2:32][CH2:31][CH2:30][CH2:29][N:28]3[C:38](=[O:39])/[CH:37]=[CH:36]/[CH2:35][O:34][CH3:33])=[N:9][C:10]=2[C:11]2[CH:26]=[CH:25][C:14]([C:15]([NH:17][C:18]3[S:19][C:20]([CH2:23][CH3:24])=[CH:21][N:22]=3)=[O:16])=[CH:13][CH:12]=2)[CH:5]=[CH:6][N:7]=1. The yield is 0.476. The reactants are [NH2:1][C:2]1[C:3]2[N:4]([C:8]([C@@H:27]3[CH2:32][CH2:31][CH2:30][CH2:29][NH:28]3)=[N:9][C:10]=2[C:11]2[CH:26]=[CH:25][C:14]([C:15]([NH:17][C:18]3[S:19][C:20]([CH2:23][CH3:24])=[CH:21][N:22]=3)=[O:16])=[CH:13][CH:12]=2)[CH:5]=[CH:6][N:7]=1.[CH3:33][O:34][CH2:35]/[CH:36]=[CH:37]/[C:38](O)=[O:39]. (4) The reactants are C(OC([NH:8][C:9]1[C:10]([C:14]([NH:16][C:17]2[CH:22]=[CH:21][CH:20]=[CH:19][CH:18]=2)=[O:15])=[CH:11][S:12][CH:13]=1)=O)(C)(C)C.C(O)(C(F)(F)F)=O. The catalyst is C(Cl)Cl. The product is [NH2:8][C:9]1[C:10]([C:14]([NH:16][C:17]2[CH:18]=[CH:19][CH:20]=[CH:21][CH:22]=2)=[O:15])=[CH:11][S:12][CH:13]=1. The yield is 0.870. (5) The reactants are [CH3:1][S:2][C:3](=[NH:8])[NH:4][N+:5]([O-:7])=[O:6].[C:9]([O-])([O-])=O.[Cs+].[Cs+].CI. The catalyst is CN(C=O)C.O.CCOC(C)=O. The product is [N+:5]([NH:4][C:3]([S:2][CH3:1])=[N:8][CH3:9])([O-:7])=[O:6]. The yield is 0.110. (6) The yield is 0.990. The product is [NH:1]1[C:2]2[N:10]=[CH:9][CH:8]=[CH:7][C:3]=2[C:4](=[O:6])[NH:15][C:14]1=[O:13]. The catalyst is O. The reactants are [NH2:1][C:2]1[N:10]=[CH:9][CH:8]=[CH:7][C:3]=1[C:4]([OH:6])=O.[Cl-].[NH4+].[O-:13][C:14]#[N:15].[K+].